From a dataset of Reaction yield outcomes from USPTO patents with 853,638 reactions. Predict the reaction yield, written as a fraction of the theoretical maximum amount of product (1.0 means a 100% yield; for example, 0.34 means a 34% yield). (1) The reactants are [C:1]([O:5][C:6]([NH:8][C@H:9]([CH2:14][OH:15])[C:10]([O:12][CH3:13])=[O:11])=[O:7])([CH3:4])([CH3:3])[CH3:2].N1C=CN=C1.[CH3:21][C:22]([Si:25](Cl)([CH3:27])[CH3:26])([CH3:24])[CH3:23]. The catalyst is CN(C=O)C. The product is [CH3:21][C:22]([CH3:24])([Si:25]([CH3:27])([CH3:26])[O:15][CH2:14][C@H:9]([C:10]([O:12][CH3:13])=[O:11])[NH:8][C:6](=[O:7])[O:5][C:1]([CH3:4])([CH3:3])[CH3:2])[CH3:23]. The yield is 0.950. (2) The catalyst is CC(C)=O. The reactants are [N:1]1[C:8]([Cl:9])=[N:7][C:5]([Cl:6])=[N:4][C:2]=1Cl.Cl[C:11]1[CH:12]=[C:13]([CH:16]=[CH:17][C:18]=1[NH2:19])[O:14][CH3:15].[OH-].[Na+].[ClH:22]. The yield is 0.960. The product is [Cl:22][C:12]1[CH:11]=[C:18]([NH:19][C:2]2[N:1]=[C:8]([Cl:9])[N:7]=[C:5]([Cl:6])[N:4]=2)[CH:17]=[CH:16][C:13]=1[O:14][CH3:15]. (3) The reactants are [CH2:1]([C:3]1[C:4]([CH3:27])=[C:5]2[C:9](=[C:10]([O:19][CH2:20][CH2:21][Si:22]([CH3:25])([CH3:24])[CH3:23])[C:11]=1[CH2:12][CH:13]=[C:14]([CH2:17]O)[CH2:15][CH3:16])[C:8](=[O:26])[O:7][CH2:6]2)[CH3:2].C1(P(C2C=CC=CC=2)C2C=CC=CC=2)C=CC=CC=1.C(Br)(Br)(Br)[Br:48]. The catalyst is C(Cl)Cl. The product is [Br:48][CH2:17][C:14]([CH2:15][CH3:16])=[CH:13][CH2:12][C:11]1[C:10]([O:19][CH2:20][CH2:21][Si:22]([CH3:23])([CH3:25])[CH3:24])=[C:9]2[C:5]([CH2:6][O:7][C:8]2=[O:26])=[C:4]([CH3:27])[C:3]=1[CH2:1][CH3:2]. The yield is 0.780. (4) The reactants are [Cl:1][C:2]1[C:3]([CH3:18])=[C:4]([NH:10][C@H:11]([C@H:15]([OH:17])[CH3:16])[C:12]([OH:14])=O)[CH:5]=[CH:6][C:7]=1[C:8]#[N:9].[OH:19][C:20]1[CH:29]=[CH:28][C:23]([C:24]([NH:26][NH2:27])=[O:25])=[CH:22][CH:21]=1.ClC1C(C)=C(N[C@H]([C@@H](O)C)C(NNC(=O)C2C=CC=CC=2)=O)C=CC=1C#N. The catalyst is C(Cl)Cl. The product is [Cl:1][C:2]1[C:3]([CH3:18])=[C:4]([NH:10][C@H:11]([C@H:15]([OH:17])[CH3:16])[C:12]([NH:27][NH:26][C:24](=[O:25])[C:23]2[CH:28]=[CH:29][C:20]([OH:19])=[CH:21][CH:22]=2)=[O:14])[CH:5]=[CH:6][C:7]=1[C:8]#[N:9]. The yield is 0.620. (5) The reactants are [Br:1][C:2]1[CH:3]=[C:4]([CH:6]=[CH:7][CH:8]=1)[NH2:5].[F:9][C:10]([F:15])([F:14])[CH:11]1[O:13][CH2:12]1. No catalyst specified. The product is [Br:1][C:2]1[CH:3]=[C:4]([NH:5][CH2:12][CH:11]([OH:13])[C:10]([F:15])([F:14])[F:9])[CH:6]=[CH:7][CH:8]=1. The yield is 0.840. (6) The reactants are [NH2:1][C:2]1[CH:10]=[CH:9][CH:8]=[C:4]([C:5]([OH:7])=O)[C:3]=1[C:11]([OH:13])=O.[NH2:14][CH:15]1[CH2:20][CH2:19][CH2:18][NH:17][C:16]1=[O:21]. The catalyst is CN(C=O)C. The product is [NH2:1][C:2]1[CH:10]=[CH:9][CH:8]=[C:4]2[C:3]=1[C:11](=[O:13])[N:14]([CH:15]1[CH2:20][CH2:19][CH2:18][NH:17][C:16]1=[O:21])[C:5]2=[O:7]. The yield is 0.350.